This data is from Forward reaction prediction with 1.9M reactions from USPTO patents (1976-2016). The task is: Predict the product of the given reaction. (1) The product is: [F:1][C:2]1[CH:10]=[CH:9][CH:8]=[C:7]2[C:3]=1[C:4]([C:11]([NH:20][CH:17]1[CH2:18][CH2:19][O:14][CH2:15][CH2:16]1)=[O:13])=[CH:5][NH:6]2. Given the reactants [F:1][C:2]1[CH:10]=[CH:9][CH:8]=[C:7]2[C:3]=1[C:4]([C:11]([OH:13])=O)=[CH:5][NH:6]2.[O:14]1[CH2:19][CH2:18][CH:17]([NH2:20])[CH2:16][CH2:15]1, predict the reaction product. (2) Given the reactants [C:1](/[C:3](=[C:9](\[C:18]1[C:19]([CH:24]([F:26])[F:25])=[N:20][N:21]([CH3:23])[CH:22]=1)/[NH:10][CH:11]([C:13]1[S:14][CH:15]=[CH:16][N:17]=1)[CH3:12])/[C:4]([O:6]CC)=O)#[N:2].[CH2:27]([NH2:29])[CH3:28].[CH3:30][Al](C)C, predict the reaction product. The product is: [C:1](/[C:3](=[C:9](\[C:18]1[C:19]([CH:24]([F:26])[F:25])=[N:20][N:21]([CH3:23])[CH:22]=1)/[NH:10][CH:11]([C:13]1[S:14][CH:15]=[CH:16][N:17]=1)[CH3:12])/[C:4]([NH:29][CH:27]1[CH2:30][CH2:28]1)=[O:6])#[N:2]. (3) Given the reactants [CH3:1][N:2]1[CH:6]=[C:5]([S:7]([NH2:10])(=[O:9])=[O:8])[N:4]=[CH:3]1.C1(P(C2CCCCC2)C2C=CC=CC=2C2C(C(C)C)=CC(C(C)C)=CC=2C(C)C)CCCCC1.C(=O)([O-])[O-].[Cs+].[Cs+].[CH2:51]([O:53][C:54](=[O:75])[C@H:55]([O:57][C:58]1[CH:63]=[C:62](Cl)[N:61]=[C:60]([S:65][CH2:66][C:67]2[CH:72]=[CH:71][CH:70]=[C:69]([F:73])[C:68]=2[F:74])[N:59]=1)[CH3:56])[CH3:52], predict the reaction product. The product is: [CH2:51]([O:53][C:54](=[O:75])[C@H:55]([O:57][C:58]1[CH:63]=[C:62]([NH:10][S:7]([C:5]2[N:4]=[CH:3][N:2]([CH3:1])[CH:6]=2)(=[O:9])=[O:8])[N:61]=[C:60]([S:65][CH2:66][C:67]2[CH:72]=[CH:71][CH:70]=[C:69]([F:73])[C:68]=2[F:74])[N:59]=1)[CH3:56])[CH3:52]. (4) Given the reactants [CH3:1][C:2]1([CH3:23])[NH:7][C:6](=[O:8])[C:5]2[S:9][C:10]([N:12]3[C:17]4[CH:18]=[C:19]([OH:22])[CH:20]=[CH:21][C:16]=4[O:15][CH2:14][CH2:13]3)=[N:11][C:4]=2[CH2:3]1.F[C:25]1[CH:30]=[CH:29][CH:28]=[C:27]([C:31]([NH2:33])=[O:32])[N:26]=1.CC(C)([O-])C.[Na+], predict the reaction product. The product is: [CH3:1][C:2]1([CH3:23])[NH:7][C:6](=[O:8])[C:5]2[S:9][C:10]([N:12]3[C:17]4[CH:18]=[C:19]([O:22][C:25]5[N:26]=[C:27]([C:31]([NH2:33])=[O:32])[CH:28]=[CH:29][CH:30]=5)[CH:20]=[CH:21][C:16]=4[O:15][CH2:14][CH2:13]3)=[N:11][C:4]=2[CH2:3]1.